This data is from Catalyst prediction with 721,799 reactions and 888 catalyst types from USPTO. The task is: Predict which catalyst facilitates the given reaction. (1) Reactant: [OH:1][C:2]1[CH:3]=[C:4]([C:8]2[CH:9]=[C:10]3[C:16]([NH:17][C:18]([C:20]4[CH:21]=[N:22][N:23]([CH2:25][C:26]5[CH:31]=[CH:30][CH:29]=[CH:28][CH:27]=5)[CH:24]=4)=[O:19])=[CH:15][N:14]([S:32]([C:35]4[CH:40]=[CH:39][C:38]([CH3:41])=[CH:37][CH:36]=4)(=[O:34])=[O:33])[C:11]3=[N:12][CH:13]=2)[CH:5]=[CH:6][CH:7]=1.Cl.Cl[CH2:44][CH2:45][N:46]1[CH2:51][CH2:50][O:49][CH2:48][CH2:47]1.C([O-])([O-])=O.[Cs+].[Cs+]. Product: [N:46]1([CH2:45][CH2:44][O:1][C:2]2[CH:3]=[C:4]([C:8]3[CH:9]=[C:10]4[C:16]([NH:17][C:18]([C:20]5[CH:21]=[N:22][N:23]([CH2:25][C:26]6[CH:31]=[CH:30][CH:29]=[CH:28][CH:27]=6)[CH:24]=5)=[O:19])=[CH:15][N:14]([S:32]([C:35]5[CH:36]=[CH:37][C:38]([CH3:41])=[CH:39][CH:40]=5)(=[O:33])=[O:34])[C:11]4=[N:12][CH:13]=3)[CH:5]=[CH:6][CH:7]=2)[CH2:51][CH2:50][O:49][CH2:48][CH2:47]1. The catalyst class is: 18. (2) Reactant: [CH3:1][N:2]1[CH2:7][CH2:6][N:5]([C:8]2[CH:13]=[CH:12][CH:11]=[C:10]([S:14]([N:17]3[CH2:22][CH2:21][CH:20]([C:23]4[CH:28]=[CH:27][CH:26]=[CH:25][C:24]=4[CH3:29])[CH2:19][CH2:18]3)(=[O:16])=[O:15])[N:9]=2)[CH2:4][CH2:3]1.[ClH:30]. Product: [ClH:30].[CH3:1][N:2]1[CH2:7][CH2:6][N:5]([C:8]2[CH:13]=[CH:12][CH:11]=[C:10]([S:14]([N:17]3[CH2:18][CH2:19][CH:20]([C:23]4[CH:28]=[CH:27][CH:26]=[CH:25][C:24]=4[CH3:29])[CH2:21][CH2:22]3)(=[O:16])=[O:15])[N:9]=2)[CH2:4][CH2:3]1. The catalyst class is: 363.